This data is from Catalyst prediction with 721,799 reactions and 888 catalyst types from USPTO. The task is: Predict which catalyst facilitates the given reaction. (1) Reactant: [Cl:1][C:2]1[CH:3]=[C:4]([CH:9]2[CH:13]([CH:14]([O:16][C:17]3[CH:22]=[CH:21][C:20]([C:23]([F:26])([F:25])[F:24])=[CH:19][N:18]=3)[CH3:15])[CH2:12][N:11]([C:27](Cl)=[O:28])[CH2:10]2)[CH:5]=[CH:6][C:7]=1[Cl:8].CCN(CC)CC.[CH:37]12[CH2:43][CH:40]([NH:41][CH2:42]1)[CH2:39][O:38]2. Product: [Cl:1][C:2]1[CH:3]=[C:4]([CH:9]2[CH:13]([CH:14]([O:16][C:17]3[CH:22]=[CH:21][C:20]([C:23]([F:24])([F:25])[F:26])=[CH:19][N:18]=3)[CH3:15])[CH2:12][N:11]([C:27]([N:41]3[CH2:42][CH:37]4[CH2:43][CH:40]3[CH2:39][O:38]4)=[O:28])[CH2:10]2)[CH:5]=[CH:6][C:7]=1[Cl:8]. The catalyst class is: 2. (2) Reactant: [Br:1][C:2]1[CH:12]=[C:11]([C:13]([NH2:15])=[O:14])[C:10]([NH:16][CH2:17][CH:18]([CH3:20])[CH3:19])=[CH:9][C:3]=1[C:4]([O:6]CC)=[O:5].[OH-].[Na+]. Product: [NH2:15][C:13]([C:11]1[C:10]([NH:16][CH2:17][CH:18]([CH3:19])[CH3:20])=[CH:9][C:3]([C:4]([OH:6])=[O:5])=[C:2]([Br:1])[CH:12]=1)=[O:14]. The catalyst class is: 5. (3) Reactant: [NH2:1][C:2]([C:6]1[CH:11]=[C:10]([Br:12])[CH:9]=[CH:8][C:7]=1[F:13])([CH3:5])[CH2:3][OH:4].C(N(CC)CC)C.Br[CH:22]([CH2:26][C:27]1[CH:32]=[CH:31][CH:30]=[CH:29][CH:28]=1)[C:23](Cl)=[O:24]. Product: [Br:12][C:10]1[CH:9]=[CH:8][C:7]([F:13])=[C:6]([C:2]([NH:1][C:23](=[O:24])[CH:22]=[CH:26][C:27]2[CH:32]=[CH:31][CH:30]=[CH:29][CH:28]=2)([CH3:5])[CH2:3][OH:4])[CH:11]=1. The catalyst class is: 10. (4) Reactant: [NH2:1][C:2]1[CH:7]=[CH:6][CH:5]=[CH:4][CH:3]=1.[C:8]1(=O)[CH2:13][CH2:12][CH2:11][CH2:10][CH2:9]1.C[Si]([C:19]#[N:20])(C)C. Product: [C:2]1([NH:1][C:8]2([C:19]#[N:20])[CH2:13][CH2:12][CH2:11][CH2:10][CH2:9]2)[CH:7]=[CH:6][CH:5]=[CH:4][CH:3]=1. The catalyst class is: 15.